This data is from Forward reaction prediction with 1.9M reactions from USPTO patents (1976-2016). The task is: Predict the product of the given reaction. The product is: [C:1]([O:7][C@@H:8]1[CH2:24][C:23]2[C@@:11]([CH3:28])([C@@H:12]3[C@@H:20]([CH2:21][CH:22]=2)[C@H:19]2[C@@:15]([CH3:27])([C:16]([NH:25][C:30](=[O:31])[CH3:29])=[CH:17][CH2:18]2)[CH2:14][CH2:13]3)[CH2:10][CH2:9]1)(=[O:6])[C:2]([CH3:5])([CH3:4])[CH3:3]. Given the reactants [C:1]([O:7][C@@H:8]1[CH2:24][C:23]2[C@@:11]([CH3:28])([C@@H:12]3[C@@H:20]([CH2:21][CH:22]=2)[C@H:19]2[C@@:15]([CH3:27])([C:16](=[N:25]O)[CH2:17][CH2:18]2)[CH2:14][CH2:13]3)[CH2:10][CH2:9]1)(=[O:6])[C:2]([CH3:5])([CH3:4])[CH3:3].[CH3:29][C:30](OC(C)=O)=[O:31], predict the reaction product.